Task: Predict which catalyst facilitates the given reaction.. Dataset: Catalyst prediction with 721,799 reactions and 888 catalyst types from USPTO (1) Reactant: C([O:5][C:6](=[O:40])[C:7]1[CH:12]=[CH:11][CH:10]=[C:9]([CH2:13][CH:14]([NH:28][C:29](=[O:37])[CH2:30][CH2:31][C:32]2[S:36][CH:35]=[N:34][CH:33]=2)[B:15]2OC3C(C)(C4CC(C3)C4(C)C)[O:16]2)[C:8]=1[O:38]C)(C)(C)C.B(Br)(Br)Br. Product: [OH:16][B:15]1[CH:14]([NH:28][C:29](=[O:37])[CH2:30][CH2:31][C:32]2[S:36][CH:35]=[N:34][CH:33]=2)[CH2:13][C:9]2[CH:10]=[CH:11][CH:12]=[C:7]([C:6]([OH:5])=[O:40])[C:8]=2[O:38]1. The catalyst class is: 4. (2) Reactant: [CH2:1]([NH:4][C:5]1[N:10]=[C:9]([NH:11][CH2:12][CH2:13][CH3:14])[N:8]=[C:7]([N:15]([CH3:20])[O:16][CH:17]([CH3:19])[CH3:18])[N:6]=1)[CH2:2][CH3:3].[OH:21][S:22]([OH:25])(=[O:24])=[O:23]. Product: [S:22]([OH:25])([OH:24])(=[O:23])=[O:21].[CH2:1]([NH:4][C:5]1[N:10]=[C:9]([NH:11][CH2:12][CH2:13][CH3:14])[N:8]=[C:7]([N:15]([CH3:20])[O:16][CH:17]([CH3:18])[CH3:19])[N:6]=1)[CH2:2][CH3:3]. The catalyst class is: 12. (3) Reactant: C[Si]([N-][Si](C)(C)C)(C)C.[Na+].[Si:11]([O:28][CH2:29][CH:30]1[CH2:35][CH2:34][C:33](=[O:36])[C:32]([C:38]2[CH:43]=[CH:42][C:41]([Cl:44])=[C:40]([C:45]([F:48])([F:47])[F:46])[CH:39]=2)([CH3:37])[CH2:31]1)([C:24]([CH3:27])([CH3:26])[CH3:25])([C:18]1[CH:23]=[CH:22][CH:21]=[CH:20][CH:19]=1)[C:12]1[CH:17]=[CH:16][CH:15]=[CH:14][CH:13]=1.ClC1C=CC(N([S:57]([C:60]([F:63])([F:62])[F:61])(=[O:59])=[O:58])[S:57]([C:60]([F:63])([F:62])[F:61])(=[O:59])=[O:58])=NC=1.[Cl-].[Na+]. Product: [F:61][C:60]([F:63])([F:62])[S:57]([O:36][C:33]1[C:32]([C:38]2[CH:43]=[CH:42][C:41]([Cl:44])=[C:40]([C:45]([F:48])([F:46])[F:47])[CH:39]=2)([CH3:37])[CH2:31][CH:30]([CH2:29][O:28][Si:11]([C:24]([CH3:25])([CH3:26])[CH3:27])([C:12]2[CH:17]=[CH:16][CH:15]=[CH:14][CH:13]=2)[C:18]2[CH:23]=[CH:22][CH:21]=[CH:20][CH:19]=2)[CH2:35][CH:34]=1)(=[O:59])=[O:58]. The catalyst class is: 56. (4) Reactant: C(OC(=O)[NH:7][CH2:8][CH2:9][C@@H:10]([NH:17][C:18](=[O:44])[C:19]1[CH:24]=[CH:23][C:22]([CH3:25])=[C:21]([NH:26][C:27]([C:29]2[C:30](=[O:43])[NH:31][C:32]3[C:37]([CH:38]=2)=[CH:36][C:35]([O:39][CH3:40])=[C:34]([O:41][CH3:42])[CH:33]=3)=[O:28])[CH:20]=1)[C:11]1[CH:16]=[CH:15][CH:14]=[CH:13][CH:12]=1)(C)(C)C. Product: [NH2:7][CH2:8][CH2:9][C@@H:10]([NH:17][C:18]([C:19]1[CH:24]=[CH:23][C:22]([CH3:25])=[C:21]([NH:26][C:27]([C:29]2[C:30](=[O:43])[NH:31][C:32]3[C:37]([CH:38]=2)=[CH:36][C:35]([O:39][CH3:40])=[C:34]([O:41][CH3:42])[CH:33]=3)=[O:28])[CH:20]=1)=[O:44])[C:11]1[CH:16]=[CH:15][CH:14]=[CH:13][CH:12]=1. The catalyst class is: 620. (5) Reactant: [CH2:1]([O:8][C:9]1[CH:18]=[C:17]2[C:12]([C:13](Cl)=[CH:14][CH:15]=[N:16]2)=[CH:11][C:10]=1[C:20]#[N:21])[C:2]1[CH:7]=[CH:6][CH:5]=[CH:4][CH:3]=1.[N+:22]([C:25]1[CH:30]=[CH:29][C:28]([OH:31])=[CH:27][CH:26]=1)([O-:24])=[O:23].N1C(C)=CC=CC=1C.O.C(=O)(O)O. Product: [CH2:1]([O:8][C:9]1[CH:18]=[C:17]2[C:12]([C:13]([O:31][C:28]3[CH:29]=[CH:30][C:25]([N+:22]([O-:24])=[O:23])=[CH:26][CH:27]=3)=[CH:14][CH:15]=[N:16]2)=[CH:11][C:10]=1[C:20]#[N:21])[C:2]1[CH:7]=[CH:6][CH:5]=[CH:4][CH:3]=1. The catalyst class is: 7. (6) Reactant: [C:1]([O:5][CH:6]1[CH:8]([C:9]2[CH:14]=[CH:13][C:12]([CH3:15])=[CH:11][N:10]=2)[CH:7]1[CH2:16][O:17][C:18]1[CH:23]=[C:22](Cl)[N:21]=[C:20]([CH3:25])[N:19]=1)([CH3:4])([CH3:3])[CH3:2].[CH3:26][C:27]1[S:31][C:30]([CH2:32][NH:33][C:34](=[O:40])[O:35][C:36]([CH3:39])([CH3:38])[CH3:37])=[N:29][N:28]=1.C1C=CC(P(C2C(C3C(P(C4C=CC=CC=4)C4C=CC=CC=4)=CC=C4C=3C=CC=C4)=C3C(C=CC=C3)=CC=2)C2C=CC=CC=2)=CC=1.C(=O)([O-])[O-].[Cs+].[Cs+]. Product: [C:1]([O:5][CH:6]1[CH:8]([C:9]2[CH:14]=[CH:13][C:12]([CH3:15])=[CH:11][N:10]=2)[CH:7]1[CH2:16][O:17][C:18]1[N:19]=[C:20]([CH3:25])[N:21]=[C:22]([N:33]([CH2:32][C:30]2[S:31][C:27]([CH3:26])=[N:28][N:29]=2)[C:34](=[O:40])[O:35][C:36]([CH3:37])([CH3:38])[CH3:39])[CH:23]=1)([CH3:4])([CH3:3])[CH3:2]. The catalyst class is: 222. (7) Reactant: [NH2:1][C@H:2]([C:5]1[N:14]([C:15]2[CH:20]=[CH:19][CH:18]=[C:17]([CH2:21][C:22]([F:25])([F:24])[F:23])[CH:16]=2)[C:13](=[O:26])[C:12]2[C:7](=[CH:8][CH:9]=[CH:10][C:11]=2[F:27])[N:6]=1)[CH2:3][CH3:4].Br[C:29]1[N:37]=[CH:36][N:35]=[C:34]2[C:30]=1[N:31]=[CH:32][NH:33]2.C(N(C(C)C)CC)(C)C. Product: [N:37]1[C:29]([NH:1][C@H:2]([C:5]2[N:14]([C:15]3[CH:20]=[CH:19][CH:18]=[C:17]([CH2:21][C:22]([F:25])([F:23])[F:24])[CH:16]=3)[C:13](=[O:26])[C:12]3[C:7](=[CH:8][CH:9]=[CH:10][C:11]=3[F:27])[N:6]=2)[CH2:3][CH3:4])=[C:30]2[C:34]([NH:33][CH:32]=[N:31]2)=[N:35][CH:36]=1. The catalyst class is: 218. (8) Reactant: B(Br)(Br)Br.[Br:5][C:6]1[CH:7]=[C:8]([C:14]2[CH:19]=[CH:18][C:17]([CH2:20][N:21]([CH3:37])[C:22]([C:24]3[C:28]4[CH:29]=[CH:30][CH:31]=[CH:32][C:27]=4[O:26][C:25]=3[CH2:33][CH2:34][CH2:35][CH3:36])=[O:23])=[CH:16][CH:15]=2)[CH:9]=[CH:10][C:11]=1[O:12]C.C(=O)=O.CC(C)=O.O. Product: [Br:5][C:6]1[CH:7]=[C:8]([C:14]2[CH:15]=[CH:16][C:17]([CH2:20][N:21]([CH3:37])[C:22]([C:24]3[C:28]4[CH:29]=[CH:30][CH:31]=[CH:32][C:27]=4[O:26][C:25]=3[CH2:33][CH2:34][CH2:35][CH3:36])=[O:23])=[CH:18][CH:19]=2)[CH:9]=[CH:10][C:11]=1[OH:12]. The catalyst class is: 2.